From a dataset of NCI-60 drug combinations with 297,098 pairs across 59 cell lines. Regression. Given two drug SMILES strings and cell line genomic features, predict the synergy score measuring deviation from expected non-interaction effect. (1) Drug 1: C1=CC(=CC=C1CCC2=CNC3=C2C(=O)NC(=N3)N)C(=O)NC(CCC(=O)O)C(=O)O. Drug 2: C1C(C(OC1N2C=NC(=NC2=O)N)CO)O. Cell line: A549. Synergy scores: CSS=34.6, Synergy_ZIP=-8.60, Synergy_Bliss=-2.61, Synergy_Loewe=-12.6, Synergy_HSA=-1.46. (2) Drug 1: C1=CC(=C(C=C1I)F)NC2=C(C=CC(=C2F)F)C(=O)NOCC(CO)O. Drug 2: CC1CC(C(C(C=C(C(C(C=CC=C(C(=O)NC2=CC(=O)C(=C(C1)C2=O)OC)C)OC)OC(=O)N)C)C)O)OC. Cell line: T-47D. Synergy scores: CSS=4.22, Synergy_ZIP=4.83, Synergy_Bliss=3.04, Synergy_Loewe=4.38, Synergy_HSA=4.44. (3) Drug 1: CC1C(C(CC(O1)OC2CC(OC(C2O)C)OC3=CC4=CC5=C(C(=O)C(C(C5)C(C(=O)C(C(C)O)O)OC)OC6CC(C(C(O6)C)O)OC7CC(C(C(O7)C)O)OC8CC(C(C(O8)C)O)(C)O)C(=C4C(=C3C)O)O)O)O. Drug 2: C1C(C(OC1N2C=NC3=C2NC=NCC3O)CO)O. Cell line: MDA-MB-435. Synergy scores: CSS=53.1, Synergy_ZIP=0.637, Synergy_Bliss=1.18, Synergy_Loewe=-19.8, Synergy_HSA=0.974. (4) Cell line: BT-549. Synergy scores: CSS=3.45, Synergy_ZIP=-3.94, Synergy_Bliss=0.521, Synergy_Loewe=-8.23, Synergy_HSA=-0.450. Drug 2: CC(C)NC(=O)C1=CC=C(C=C1)CNNC.Cl. Drug 1: C1=NC2=C(N1)C(=S)N=C(N2)N. (5) Drug 2: C#CCC(CC1=CN=C2C(=N1)C(=NC(=N2)N)N)C3=CC=C(C=C3)C(=O)NC(CCC(=O)O)C(=O)O. Cell line: OVCAR3. Synergy scores: CSS=11.3, Synergy_ZIP=-5.75, Synergy_Bliss=0.255, Synergy_Loewe=-1.04, Synergy_HSA=-0.627. Drug 1: CC1C(C(CC(O1)OC2CC(CC3=C2C(=C4C(=C3O)C(=O)C5=C(C4=O)C(=CC=C5)OC)O)(C(=O)C)O)N)O.Cl. (6) Drug 1: CC1C(C(=O)NC(C(=O)N2CCCC2C(=O)N(CC(=O)N(C(C(=O)O1)C(C)C)C)C)C(C)C)NC(=O)C3=C4C(=C(C=C3)C)OC5=C(C(=O)C(=C(C5=N4)C(=O)NC6C(OC(=O)C(N(C(=O)CN(C(=O)C7CCCN7C(=O)C(NC6=O)C(C)C)C)C)C(C)C)C)N)C. Drug 2: C1=CC=C(C(=C1)C(C2=CC=C(C=C2)Cl)C(Cl)Cl)Cl. Cell line: T-47D. Synergy scores: CSS=10.9, Synergy_ZIP=0.841, Synergy_Bliss=0.217, Synergy_Loewe=7.02, Synergy_HSA=2.14. (7) Drug 1: CN(C)C1=NC(=NC(=N1)N(C)C)N(C)C. Drug 2: C1=NC2=C(N=C(N=C2N1C3C(C(C(O3)CO)O)F)Cl)N. Cell line: SNB-75. Synergy scores: CSS=-0.916, Synergy_ZIP=-0.523, Synergy_Bliss=2.64, Synergy_Loewe=0.303, Synergy_HSA=0.995.